From a dataset of Catalyst prediction with 721,799 reactions and 888 catalyst types from USPTO. Predict which catalyst facilitates the given reaction. (1) Reactant: [OH:1][C:2]1[CH:10]=[CH:9][C:8]([C:11]2[N:12]([C:27]([O:29][C:30]([CH3:33])([CH3:32])[CH3:31])=[O:28])[C:13]3[C:18]([CH:19]=2)=[CH:17][C:16]([CH2:20][N:21]2[CH2:26][CH2:25][CH2:24][CH2:23][CH2:22]2)=[CH:15][CH:14]=3)=[C:7]2[C:3]=1[CH2:4][NH:5][C:6]2=[O:34].C1(P(C2C=CC=CC=2)C2C=CC=CC=2)C=CC=CC=1.CCOC(/N=N/C(OCC)=O)=O.C1(C)C=CC=CC=1.[CH3:73][N:74]([CH3:79])[CH2:75][CH2:76][CH2:77]O. Product: [CH3:73][N:74]([CH3:79])[CH2:75][CH2:76][CH2:77][O:1][C:2]1[CH:10]=[CH:9][C:8]([C:11]2[N:12]([C:27]([O:29][C:30]([CH3:31])([CH3:33])[CH3:32])=[O:28])[C:13]3[C:18]([CH:19]=2)=[CH:17][C:16]([CH2:20][N:21]2[CH2:26][CH2:25][CH2:24][CH2:23][CH2:22]2)=[CH:15][CH:14]=3)=[C:7]2[C:3]=1[CH2:4][NH:5][C:6]2=[O:34]. The catalyst class is: 1. (2) Reactant: [N:1]1([C:5]([N:7]2[CH2:13][C:12]3[CH:14]=[CH:15][C:16]([C:18](OC)=[O:19])=[CH:17][C:11]=3[O:10][CH2:9][C@@H:8]2[CH3:22])=[O:6])[CH2:4][CH2:3][CH2:2]1.[NH2:23][OH:24].[OH-].[Na+]. Product: [N:1]1([C:5]([N:7]2[CH2:13][C:12]3[CH:14]=[CH:15][C:16]([C:18]([NH:23][OH:24])=[O:19])=[CH:17][C:11]=3[O:10][CH2:9][C@@H:8]2[CH3:22])=[O:6])[CH2:4][CH2:3][CH2:2]1. The catalyst class is: 36. (3) Reactant: [H-].[Na+].F[C:4]1[CH:16]=[C:15]([F:17])[C:14]([F:18])=[CH:13][C:5]=1[C:6]([N:8]([CH2:10][CH2:11][OH:12])[CH3:9])=[O:7].O. Product: [F:18][C:14]1[C:15]([F:17])=[CH:16][C:4]2[O:12][CH2:11][CH2:10][N:8]([CH3:9])[C:6](=[O:7])[C:5]=2[CH:13]=1. The catalyst class is: 3. (4) Reactant: [Br:1][C:2]1[CH:7]=[CH:6][C:5]([C:8]([CH3:13])([CH2:11][OH:12])[CH2:9]O)=[CH:4][CH:3]=1.C1C=CC(P(C2C=CC=CC=2)C2C=CC=CC=2)=CC=1.CCOC(/N=N/C(OCC)=O)=O. Product: [Br:1][C:2]1[CH:7]=[CH:6][C:5]([C:8]2([CH3:13])[CH2:11][O:12][CH2:9]2)=[CH:4][CH:3]=1. The catalyst class is: 11. (5) Reactant: [Br:1][C:2]1[CH:3]=[C:4]([C:8](=O)[CH2:9][CH2:10][CH3:11])[CH:5]=[CH:6][CH:7]=1.COCCOCCOC.NN.[OH-].[K+]. Product: [Br:1][C:2]1[CH:7]=[CH:6][CH:5]=[C:4]([CH2:8][CH2:9][CH2:10][CH3:11])[CH:3]=1. The catalyst class is: 6. (6) Reactant: [CH3:1][S:2]([C:5]1[CH:10]=[CH:9][C:8]([C:11]2[CH:12]=[CH:13][C:14]([NH:17][CH2:18][CH:19]3[CH2:24][CH2:23][N:22]([C:25]([O:27][C:28]([CH3:31])([CH3:30])[CH3:29])=[O:26])[CH2:21][CH2:20]3)=[N:15][CH:16]=2)=[CH:7][CH:6]=1)(=[O:4])=[O:3].[C:32](#N)C.C=O.C([BH3-])#N.[Na+]. Product: [CH3:32][N:17]([CH2:18][CH:19]1[CH2:24][CH2:23][N:22]([C:25]([O:27][C:28]([CH3:31])([CH3:30])[CH3:29])=[O:26])[CH2:21][CH2:20]1)[C:14]1[CH:13]=[CH:12][C:11]([C:8]2[CH:9]=[CH:10][C:5]([S:2]([CH3:1])(=[O:3])=[O:4])=[CH:6][CH:7]=2)=[CH:16][N:15]=1. The catalyst class is: 15. (7) Reactant: [F:1][C:2]1[CH:3]=[CH:4][C:5]([C:14]([F:17])([F:16])[F:15])=[C:6]([C:8]2[CH:13]=[CH:12][N:11]=[CH:10][CH:9]=2)[CH:7]=1.ClC1C=CC=C(C(OO)=[O:26])C=1.S([O-])([O-])=O.[Na+].[Na+]. Product: [F:1][C:2]1[CH:3]=[CH:4][C:5]([C:14]([F:17])([F:15])[F:16])=[C:6]([C:8]2[CH:9]=[CH:10][N+:11]([O-:26])=[CH:12][CH:13]=2)[CH:7]=1. The catalyst class is: 22.